From a dataset of M1 muscarinic receptor agonist screen with 61,833 compounds. Binary Classification. Given a drug SMILES string, predict its activity (active/inactive) in a high-throughput screening assay against a specified biological target. (1) The drug is O1CCN(CCCN2CN(Cn3c2nc2c3cccc2)CCc2ccccc2)CC1. The result is 0 (inactive). (2) The molecule is s1c(N2CCOCC2)c(cc1C(=O)NCc1occc1)c1ccccc1. The result is 0 (inactive). (3) The molecule is Clc1ccc(NC(=O)CCc2ccccc2)nc1. The result is 0 (inactive). (4) The drug is Brc1c(Oc2c(/[nH]c(nc2)N)=C2/C(=O)C=C(OC)C=C2)cccc1. The result is 0 (inactive). (5) The molecule is s1c(nnc1NC(=O)CCC(=O)NCc1sccc1)C1CCCCC1. The result is 0 (inactive). (6) The molecule is Fc1c(N2CCN(CC2)c2nn3c(nnc3C(F)(F)F)cc2)c(F)c(F)c(c1F)C(F)(F)F. The result is 0 (inactive).